From a dataset of Forward reaction prediction with 1.9M reactions from USPTO patents (1976-2016). Predict the product of the given reaction. (1) Given the reactants [C:1]1([C:28]2[CH:33]=[CH:32][CH:31]=[CH:30][CH:29]=2)[CH:6]=[CH:5][C:4]([NH:7][C:8](=[O:27])[C:9]2[CH:14]=[CH:13][C:12]([CH2:15][O:16][CH2:17][CH2:18][CH2:19][O:20][CH3:21])=[C:11]([NH:22][C:23](=[O:26])[CH2:24]Cl)[CH:10]=2)=[CH:3][CH:2]=1.C(N(CC)CC)C.[NH:41]1[CH2:46][CH2:45][O:44][CH2:43][CH2:42]1.[I-].[K+], predict the reaction product. The product is: [C:1]1([C:28]2[CH:33]=[CH:32][CH:31]=[CH:30][CH:29]=2)[CH:6]=[CH:5][C:4]([NH:7][C:8](=[O:27])[C:9]2[CH:14]=[CH:13][C:12]([CH2:15][O:16][CH2:17][CH2:18][CH2:19][O:20][CH3:21])=[C:11]([NH:22][C:23](=[O:26])[CH2:24][N:41]3[CH2:46][CH2:45][O:44][CH2:43][CH2:42]3)[CH:10]=2)=[CH:3][CH:2]=1. (2) Given the reactants [CH:1]1([S:4]([NH2:7])(=[O:6])=[O:5])[CH2:3][CH2:2]1.[CH3:8][C:9]([O:12][C:13](O[C:13]([O:12][C:9]([CH3:11])([CH3:10])[CH3:8])=[O:14])=[O:14])([CH3:11])[CH3:10], predict the reaction product. The product is: [C:13]([NH:7][S:4]([CH:1]1[CH2:3][CH2:2]1)(=[O:6])=[O:5])([O:12][C:9]([CH3:11])([CH3:10])[CH3:8])=[O:14]. (3) The product is: [CH3:36][O:37][C:38]1[CH:39]=[C:40]([C:46]([N:48]=[C:49]=[S:50])=[O:47])[CH:41]=[CH:42][C:43]=1[O:44][CH3:45].[CH3:36][O:37][C:38]1[CH:39]=[C:40]([CH:41]=[CH:42][C:43]=1[O:44][CH3:45])[C:46]([NH:48][C:49]([NH:33][C:32]1[CH:34]=[CH:35][C:29]([O:28][C:19]2[C:18]3[C:23](=[CH:24][C:25]([O:26][CH3:27])=[C:16]([O:15][CH3:14])[CH:17]=3)[N:22]=[CH:21][N:20]=2)=[CH:30][CH:31]=1)=[S:50])=[O:47]. Given the reactants COC1C=C(C(Cl)=O)C=CC=1OC.[CH3:14][O:15][C:16]1[CH:17]=[C:18]2[C:23](=[CH:24][C:25]=1[O:26][CH3:27])[N:22]=[CH:21][N:20]=[C:19]2[O:28][C:29]1[CH:35]=[CH:34][C:32]([NH2:33])=[CH:31][CH:30]=1.[CH3:36][O:37][C:38]1[CH:39]=[C:40]([C:46]([N:48]=[C:49]=[S:50])=[O:47])[CH:41]=[CH:42][C:43]=1[O:44][CH3:45], predict the reaction product. (4) The product is: [NH2:1][C@@:2]([C:9]1[CH:14]=[CH:13][CH:12]=[CH:11][CH:10]=1)([CH3:8])[CH2:3][OH:4]. Given the reactants [NH2:1][C@@:2]([C:9]1[CH:14]=[CH:13][CH:12]=[CH:11][CH:10]=1)([CH3:8])[C:3](OCC)=[O:4].N[C@](C1C=CC=CC=1)(C)C(OCC)=O, predict the reaction product. (5) The product is: [O:38]=[S:11]1(=[O:10])[CH2:16][CH2:15][CH:14]([C:17]2[C:25]3[C:20](=[C:21]([C:35]([NH2:37])=[O:36])[CH:22]=[C:23]([C:2]4[S:3][C:4]([CH2:7][O:8][CH3:9])=[CH:5][CH:6]=4)[CH:24]=3)[NH:19][CH:18]=2)[CH2:13][CH2:12]1. Given the reactants Br[C:2]1[S:3][C:4]([CH2:7][O:8][CH3:9])=[CH:5][CH:6]=1.[O:10]=[S:11]1(=[O:38])[CH2:16][CH2:15][CH:14]([C:17]2[C:25]3[C:20](=[C:21]([C:35]([NH2:37])=[O:36])[CH:22]=[C:23](B4OC(C)(C)C(C)(C)O4)[CH:24]=3)[NH:19][CH:18]=2)[CH2:13][CH2:12]1.C([O-])([O-])=O.[K+].[K+].O, predict the reaction product.